From a dataset of Catalyst prediction with 721,799 reactions and 888 catalyst types from USPTO. Predict which catalyst facilitates the given reaction. (1) Reactant: [CH3:1][O:2][C:3]([C@@H:5]1[CH2:9][C@@H:8]([OH:10])[CH2:7][N:6]1[C:11]([O:13][C:14]([CH3:17])([CH3:16])[CH3:15])=[O:12])=[O:4].CI.[CH:20]([N-]C(C)C)(C)C.[Li+]. Product: [CH3:1][O:2][C:3]([C@:5]1([CH3:20])[CH2:9][C@@H:8]([OH:10])[CH2:7][N:6]1[C:11]([O:13][C:14]([CH3:17])([CH3:16])[CH3:15])=[O:12])=[O:4].[CH3:1][O:2][C:3]([C@@:5]1([CH3:20])[CH2:9][C@@H:8]([OH:10])[CH2:7][N:6]1[C:11]([O:13][C:14]([CH3:17])([CH3:16])[CH3:15])=[O:12])=[O:4]. The catalyst class is: 7. (2) Reactant: [N+:1]([C:4]1[CH:9]=[CH:8][C:7]([C:10](=[O:12])[CH3:11])=[CH:6][CH:5]=1)([O-])=O.Cl[Sn]Cl.[OH-].[Na+]. Product: [NH2:1][C:4]1[CH:9]=[CH:8][C:7]([C:10](=[O:12])[CH3:11])=[CH:6][CH:5]=1. The catalyst class is: 14. (3) Reactant: [Cl:1][C:2]1[CH:9]=[C:8]([F:10])[CH:7]=[CH:6][C:3]=1[CH:4]=O.[CH3:11][C:12]1[N:13]=[C:14]([CH2:17][C:18]([CH3:20])=O)[S:15][CH:16]=1.[NH2:21]/[C:22](/[CH3:26])=[CH:23]\[C:24]#[N:25]. Product: [Cl:1][C:2]1[CH:9]=[C:8]([F:10])[CH:7]=[CH:6][C:3]=1[CH:4]1[C:17]([C:14]2[S:15][CH:16]=[C:12]([CH3:11])[N:13]=2)=[C:18]([CH3:20])[NH:21][C:22]([CH3:26])=[C:23]1[C:24]#[N:25]. The catalyst class is: 32.